This data is from Peptide-MHC class II binding affinity with 134,281 pairs from IEDB. The task is: Regression. Given a peptide amino acid sequence and an MHC pseudo amino acid sequence, predict their binding affinity value. This is MHC class II binding data. (1) The peptide sequence is AEMKTDAATLAQEAG. The MHC is DRB1_0101 with pseudo-sequence DRB1_0101. The binding affinity (normalized) is 0.216. (2) The peptide sequence is EYGNLSLSGIAQSASD. The MHC is HLA-DQA10501-DQB10302 with pseudo-sequence HLA-DQA10501-DQB10302. The binding affinity (normalized) is 0.499. (3) The peptide sequence is GKARTAWVDSGAQLG. The MHC is DRB1_0901 with pseudo-sequence DRB1_0901. The binding affinity (normalized) is 0.389. (4) The peptide sequence is KKSRMSMAMGTMAGCGY. The MHC is DRB1_1301 with pseudo-sequence DRB1_1301. The binding affinity (normalized) is 0. (5) The peptide sequence is IMRIKKLTITGKGTL. The MHC is HLA-DPA10201-DPB10101 with pseudo-sequence HLA-DPA10201-DPB10101. The binding affinity (normalized) is 0.280. (6) The peptide sequence is SSYVCSGLVGDTPRK. The MHC is DRB1_0802 with pseudo-sequence DRB1_0802. The binding affinity (normalized) is 0.111.